Dataset: Experimentally validated miRNA-target interactions with 360,000+ pairs, plus equal number of negative samples. Task: Binary Classification. Given a miRNA mature sequence and a target amino acid sequence, predict their likelihood of interaction. (1) The miRNA is hsa-miR-3672 with sequence AUGAGACUCAUGUAAAACAUCUU. The protein sequence of the target gene is MAKIILRHLIEIPVRYQEEFEARGLEDCRLDHALYALPGPTIVDLRKTRAAQSPPVDSAAETPPREGKSHFQILLDVVQFLPEDIIIQTFEGWLLIKAQHGTRMDEHGFISRSFTRQYKLPDGVEIKDLSAVLCHDGILVVEVKDPVGTK. Result: 0 (no interaction). (2) The miRNA is hsa-miR-6779-5p with sequence CUGGGAGGGGCUGGGUUUGGC. The protein sequence of the target gene is MVSWMISRAVVLVFGMLYPAYYSYKAVKTKNVKEYVRWMMYWIVFALYTVIETVADQTVAWFPLYYELKIAFVIWLLSPYTKGASLIYRKFLHPLLSSKEREIDDYIVQAKERGYETMVNFGRQGLNLAATAAVTAAVKSQGAITERLRSFSMHDLTTIQGDEPVGQRPYQPLPEAKKKSKPAPSESAGYGIPLKDGDEKTDEEAEGPYSDNEMLTHKGLRRSQSMKSVKTTKGRKEVRYGSLKYKVKKRPQVYF. Result: 1 (interaction). (3) The miRNA is mmu-miR-6999-3p with sequence CUUCAGCUGUCCUCCUUUCUGU. The protein sequence of the target gene is MSALQIQNVNWQVPMNRRAHHTDKFSSQDSIVRRGQPWEIILVCNRSLESGEDLNFIVSTGPQPSESARTKAVFSISGRSTGGWNAALKANSGNNLAIAIASPVSAPIGLYTLSVEISSRGRASSLKLGTFIMLFNPWLQADDVFMSNHAERQEYVEEDSGIIYVGSTNRIGMVGWNFGQFEEDILNISLSILDRSLNFRRDPVTDVARRNDPKYVCRVLSAMINGNDDNGVISGNWSGNYTGGVDPRTWNGSVEILKNWKKSGFRPVQFGQCWVFAGTLNTVLRCLGVPSRVITNFNSA.... Result: 0 (no interaction).